This data is from Catalyst prediction with 721,799 reactions and 888 catalyst types from USPTO. The task is: Predict which catalyst facilitates the given reaction. Reactant: [CH2:1]([C:3]1([CH2:14][CH3:15])[O:8][C:7](=[O:9])[NH:6][C:5]2[CH:10]=[CH:11][CH:12]=[CH:13][C:4]1=2)[CH3:2].S(=O)(=O)(O)O.[N+:21]([O-])([OH:23])=[O:22]. Product: [CH2:14]([C:3]1([CH2:1][CH3:2])[C:4]2[CH:13]=[C:12]([N+:21]([O-:23])=[O:22])[CH:11]=[CH:10][C:5]=2[NH:6][C:7](=[O:9])[O:8]1)[CH3:15]. The catalyst class is: 15.